From a dataset of Peptide-MHC class I binding affinity with 185,985 pairs from IEDB/IMGT. Regression. Given a peptide amino acid sequence and an MHC pseudo amino acid sequence, predict their binding affinity value. This is MHC class I binding data. (1) The peptide sequence is IHAEFQASL. The MHC is HLA-A02:11 with pseudo-sequence HLA-A02:11. The binding affinity (normalized) is 0.0847. (2) The peptide sequence is NPNMSCDDV. The MHC is H-2-Kb with pseudo-sequence H-2-Kb. The binding affinity (normalized) is 0. (3) The peptide sequence is YMLWNSWLS. The MHC is HLA-A31:01 with pseudo-sequence HLA-A31:01. The binding affinity (normalized) is 0.0847. (4) The peptide sequence is FMFSTAATI. The MHC is HLA-A02:03 with pseudo-sequence HLA-A02:03. The binding affinity (normalized) is 0.627. (5) The MHC is HLA-A68:02 with pseudo-sequence HLA-A68:02. The binding affinity (normalized) is 0.295. The peptide sequence is LLGLWVFAAL. (6) The binding affinity (normalized) is 0.0847. The MHC is HLA-A80:01 with pseudo-sequence HLA-A80:01. The peptide sequence is NTDDFPLTL.